Dataset: Full USPTO retrosynthesis dataset with 1.9M reactions from patents (1976-2016). Task: Predict the reactants needed to synthesize the given product. (1) Given the product [S:2]([OH:20])([O:5][N:6]1[C:12](=[O:13])[N:11]2[CH2:14][C@H:7]1[CH:8]=[C:9]([CH2:18][OH:19])[C@H:10]2[C:15](=[O:17])[NH2:16])(=[O:4])=[O:3], predict the reactants needed to synthesize it. The reactants are: [Na].[S:2]([OH:20])([O:5][N:6]1[C:12](=[O:13])[N:11]2[CH2:14][C@H:7]1[CH:8]=[C:9]([CH2:18][OH:19])[C@H:10]2[C:15](=[O:17])[NH2:16])(=[O:4])=[O:3]. (2) Given the product [CH:9]([N:22]1[CH2:25][CH:24]([O:26][Si:1]([C:4]([CH3:7])([CH3:6])[CH3:5])([CH3:3])[CH3:2])[CH2:23]1)([C:16]1[CH:21]=[CH:20][CH:19]=[CH:18][CH:17]=1)[C:10]1[CH:11]=[CH:12][CH:13]=[CH:14][CH:15]=1, predict the reactants needed to synthesize it. The reactants are: [Si:1](Cl)([C:4]([CH3:7])([CH3:6])[CH3:5])([CH3:3])[CH3:2].[CH:9]([N:22]1[CH2:25][CH:24]([OH:26])[CH2:23]1)([C:16]1[CH:21]=[CH:20][CH:19]=[CH:18][CH:17]=1)[C:10]1[CH:15]=[CH:14][CH:13]=[CH:12][CH:11]=1.N1C=CN=C1.